Dataset: Catalyst prediction with 721,799 reactions and 888 catalyst types from USPTO. Task: Predict which catalyst facilitates the given reaction. (1) Reactant: [Cl:1][C:2]1[CH:3]=[C:4]([CH:23]=[CH:24][C:25]=1[F:26])[CH2:5][N:6]1[CH2:15][CH2:14][C:13]2[C:12]([C:16]([O:18][CH2:19][CH3:20])=[O:17])=[N:11][CH:10]=[C:9]([OH:21])[C:8]=2[C:7]1=[O:22].OO.S([O-])([O-])=[O:30].[Na+].[Na+]. Product: [Cl:1][C:2]1[CH:3]=[C:4]([CH:23]=[CH:24][C:25]=1[F:26])[CH2:5][N:6]1[CH2:15][CH2:14][C:13]2[C:8](=[C:9]([OH:21])[CH:10]=[N+:11]([O-:30])[C:12]=2[C:16]([O:18][CH2:19][CH3:20])=[O:17])[C:7]1=[O:22]. The catalyst class is: 15. (2) Reactant: [BH4-].[Na+].[N:3]([C@@H:6]1[CH2:11][CH2:10][N:9]([C:12]([O:14][CH2:15][C:16]2[CH:21]=[CH:20][CH:19]=[CH:18][CH:17]=2)=[O:13])[CH2:8][C@H:7]1[O:22][S:23]([C:26]1[CH:32]=[CH:31][C:29]([CH3:30])=[CH:28][CH:27]=1)(=[O:25])=[O:24])=[N+]=[N-].[N:33]([C@H:36]1[C@H:41]([O:42][S:43]([C:46]2[CH:52]=[CH:51][C:49]([CH3:50])=[CH:48][CH:47]=2)(=[O:45])=[O:44])[CH2:40][CH2:39][N:38]([C:53]([O:55][CH2:56][C:57]2[CH:62]=[CH:61][CH:60]=[CH:59][CH:58]=2)=[O:54])[CH2:37]1)=[N+]=[N-]. Product: [NH2:3][C@@H:6]1[CH2:11][CH2:10][N:9]([C:12]([O:14][CH2:15][C:16]2[CH:17]=[CH:18][CH:19]=[CH:20][CH:21]=2)=[O:13])[CH2:8][C@H:7]1[O:22][S:23]([C:26]1[CH:27]=[CH:28][C:29]([CH3:30])=[CH:31][CH:32]=1)(=[O:25])=[O:24].[NH2:33][C@H:36]1[C@H:41]([O:42][S:43]([C:46]2[CH:47]=[CH:48][C:49]([CH3:50])=[CH:51][CH:52]=2)(=[O:44])=[O:45])[CH2:40][CH2:39][N:38]([C:53]([O:55][CH2:56][C:57]2[CH:58]=[CH:59][CH:60]=[CH:61][CH:62]=2)=[O:54])[CH2:37]1. The catalyst class is: 5. (3) Reactant: C([N-]C(C)C)(C)C.[Li+].CCCCCCC.C1COCC1.[Cl:21][C:22]1[CH:27]=[C:26]([O:28][C:29]2[CH:41]=[CH:40][C:39]([C:42]3[CH:43]=[N:44][CH:45]=[N:46][CH:47]=3)=[CH:38][C:30]=2[C:31](N(CC)CC)=[O:32])[CH:25]=[CH:24][N:23]=1. Product: [Cl:21][C:22]1[C:27]2[C:31](=[O:32])[C:30]3[CH:38]=[C:39]([C:42]4[CH:47]=[N:46][CH:45]=[N:44][CH:43]=4)[CH:40]=[CH:41][C:29]=3[O:28][C:26]=2[CH:25]=[CH:24][N:23]=1. The catalyst class is: 1. (4) Reactant: [CH3:1][C:2]1[C:8]([CH2:9][CH2:10][CH:11]([CH3:13])[CH3:12])=[C:7]([OH:14])[C:6]([CH3:15])=[CH:5][C:3]=1O.[CH:16]([C:18]1([OH:22])[CH2:21][CH2:20][CH2:19]1)=[CH2:17]. Product: [CH3:15][C:6]1[C:7]([OH:14])=[C:8]([CH2:9][CH2:10][CH:11]([CH3:12])[CH3:13])[C:2]([CH3:1])=[C:3]2[C:5]=1[CH2:17][CH2:16][C:18]1([O:22]2)[CH2:21][CH2:20][CH2:19]1. The catalyst class is: 155. (5) Reactant: ClC1C=CC=C(C(OO)=[O:9])C=1.[Cl:12][CH2:13][C:14]1[CH:15]=[CH:16][C:17]([O:20][CH3:21])=[N:18][CH:19]=1. Product: [Cl:12][CH2:13][C:14]1[CH:15]=[CH:16][C:17]([O:20][CH3:21])=[N+:18]([O-:9])[CH:19]=1. The catalyst class is: 2.